Task: Predict the reactants needed to synthesize the given product.. Dataset: Full USPTO retrosynthesis dataset with 1.9M reactions from patents (1976-2016) (1) The reactants are: [Cl:1][C:2]1[C:3]([N:8](COCCOC)[S:9]([C:12]2[C:20]3[C:15](=[N:16][CH:17]=[CH:18][CH:19]=3)[S:14][C:13]=2[CH2:21][C:22]2[CH:27]=[C:26]3[O:28][CH2:29][O:30][C:25]3=[CH:24][C:23]=2[CH3:31])(=[O:11])=[O:10])=[N:4][O:5][C:6]=1[CH3:7].Cl. Given the product [Cl:1][C:2]1[C:3]([NH:8][S:9]([C:12]2[C:20]3[C:15](=[N:16][CH:17]=[CH:18][CH:19]=3)[S:14][C:13]=2[CH2:21][C:22]2[CH:27]=[C:26]3[O:28][CH2:29][O:30][C:25]3=[CH:24][C:23]=2[CH3:31])(=[O:11])=[O:10])=[N:4][O:5][C:6]=1[CH3:7], predict the reactants needed to synthesize it. (2) Given the product [CH3:1][O:2][C:3]1[C:4]([CH2:16][CH:17]([C:19]2[CH:20]=[CH:21][CH:22]=[CH:23][CH:24]=2)[CH3:18])=[C:5]([CH2:9][CH2:10][C:11]([O:13][CH2:14][CH3:15])=[O:12])[CH:6]=[CH:7][CH:8]=1, predict the reactants needed to synthesize it. The reactants are: [CH3:1][O:2][C:3]1[C:4]([CH2:16][CH:17]([C:19]2[CH:24]=[CH:23][CH:22]=[CH:21][CH:20]=2)[CH3:18])=[C:5](/[CH:9]=[CH:10]\[C:11]([O:13][CH2:14][CH3:15])=[O:12])[CH:6]=[CH:7][CH:8]=1.[H][H]. (3) Given the product [CH2:20]([O:11][C:6]1[CH:5]=[CH:4][C:3]([C:12](=[O:14])[CH3:13])=[C:2]([OH:1])[C:7]=1[N+:8]([O-:10])=[O:9])[C:21]1[CH:26]=[CH:25][CH:24]=[CH:23][CH:22]=1, predict the reactants needed to synthesize it. The reactants are: [OH:1][C:2]1[C:7]([N+:8]([O-:10])=[O:9])=[C:6]([OH:11])[CH:5]=[CH:4][C:3]=1[C:12](=[O:14])[CH3:13].C(=O)(O)[O-].[Na+].[CH2:20](Br)[C:21]1[CH:26]=[CH:25][CH:24]=[CH:23][CH:22]=1.O. (4) Given the product [N+:13]([C:7]1[CH:8]=[C:9]2[C:4]([CH2:3][C@@H:2]([C:10]([O:12][CH2:23][CH3:24])=[O:11])[NH:1]2)=[CH:5][CH:6]=1)([O-:16])=[O:14], predict the reactants needed to synthesize it. The reactants are: [NH:1]1[C:9]2[C:4](=[CH:5][CH:6]=[CH:7][CH:8]=2)[CH2:3][C@H:2]1[C:10]([OH:12])=[O:11].[N+:13]([O-:16])(O)=[O:14].[OH-].[Na+].S(Cl)(Cl)=O.[CH2:23](O)[CH3:24].